From a dataset of NCI-60 drug combinations with 297,098 pairs across 59 cell lines. Regression. Given two drug SMILES strings and cell line genomic features, predict the synergy score measuring deviation from expected non-interaction effect. (1) Drug 1: CC1C(C(CC(O1)OC2CC(CC3=C2C(=C4C(=C3O)C(=O)C5=C(C4=O)C(=CC=C5)OC)O)(C(=O)CO)O)N)O.Cl. Drug 2: C1=CC(=C2C(=C1NCCNCCO)C(=O)C3=C(C=CC(=C3C2=O)O)O)NCCNCCO. Cell line: RPMI-8226. Synergy scores: CSS=38.4, Synergy_ZIP=-2.25, Synergy_Bliss=-0.0373, Synergy_Loewe=-19.8, Synergy_HSA=0.717. (2) Drug 1: C1CCC(CC1)NC(=O)N(CCCl)N=O. Drug 2: CC1=C(C(CCC1)(C)C)C=CC(=CC=CC(=CC(=O)O)C)C. Cell line: ACHN. Synergy scores: CSS=19.7, Synergy_ZIP=-7.11, Synergy_Bliss=-5.17, Synergy_Loewe=-0.989, Synergy_HSA=-0.872.